From a dataset of TCR-epitope binding with 47,182 pairs between 192 epitopes and 23,139 TCRs. Binary Classification. Given a T-cell receptor sequence (or CDR3 region) and an epitope sequence, predict whether binding occurs between them. (1) The epitope is IPIQASLPF. The TCR CDR3 sequence is CASSWTGLNTEAFF. Result: 1 (the TCR binds to the epitope). (2) The epitope is YIFFASFYY. The TCR CDR3 sequence is CASSTEETQYF. Result: 0 (the TCR does not bind to the epitope). (3) The epitope is FLLNKEMYL. The TCR CDR3 sequence is CASSFHLGGEQYF. Result: 1 (the TCR binds to the epitope).